This data is from Forward reaction prediction with 1.9M reactions from USPTO patents (1976-2016). The task is: Predict the product of the given reaction. (1) Given the reactants Cl.[C:2]([C:4]1[N:9]=[CH:8][C:7]([C:10]2[C:22]3[C:21]4[C:16](=[CH:17][CH:18]=[CH:19][CH:20]=4)[N:15]([C:23]4[CH:35]=[CH:34][C:26]([C:27]([O:29]C(C)(C)C)=[O:28])=[C:25]([NH:36][CH2:37][CH2:38][CH2:39][OH:40])[CH:24]=4)[C:14]=3[CH:13]=[CH:12][CH:11]=2)=[CH:6][CH:5]=1)#[N:3], predict the reaction product. The product is: [C:2]([C:4]1[N:9]=[CH:8][C:7]([C:10]2[C:22]3[C:21]4[C:16](=[CH:17][CH:18]=[CH:19][CH:20]=4)[N:15]([C:23]4[CH:35]=[CH:34][C:26]([C:27]([OH:29])=[O:28])=[C:25]([NH:36][CH2:37][CH2:38][CH2:39][OH:40])[CH:24]=4)[C:14]=3[CH:13]=[CH:12][CH:11]=2)=[CH:6][CH:5]=1)#[N:3]. (2) Given the reactants F[C:2]1[CH:7]=[CH:6][C:5]([C:8]2[O:9][C:10]([C:13]3[C:14]([C:19]4[CH:24]=[CH:23][CH:22]=[CH:21][CH:20]=4)=[N:15][O:16][C:17]=3[CH3:18])=[N:11][N:12]=2)=[C:4]([O:25][CH3:26])[CH:3]=1.[NH:27]1[CH:31]=[CH:30][N:29]=[N:28]1.C(=O)([O-])[O-].[K+].[K+], predict the reaction product. The product is: [CH3:26][O:25][C:4]1[CH:3]=[C:2]([N:28]2[N:29]=[CH:30][CH:31]=[N:27]2)[CH:7]=[CH:6][C:5]=1[C:8]1[O:9][C:10]([C:13]2[C:14]([C:19]3[CH:20]=[CH:21][CH:22]=[CH:23][CH:24]=3)=[N:15][O:16][C:17]=2[CH3:18])=[N:11][N:12]=1. (3) Given the reactants [Cl:1][C:2]1[N:3]=[C:4]([N:12]2[CH2:17][CH2:16][O:15][CH2:14][CH2:13]2)[C:5]2[CH2:10][O:9][C:8](=[O:11])[C:6]=2[N:7]=1.[CH2:18]([Mg]Br)[CH3:19].CCOC(C)=O, predict the reaction product. The product is: [Cl:1][C:2]1[N:7]=[C:6]([C:8]2([OH:11])[CH2:19][CH2:18]2)[C:5]([CH2:10][OH:9])=[C:4]([N:12]2[CH2:17][CH2:16][O:15][CH2:14][CH2:13]2)[N:3]=1. (4) Given the reactants [CH:1]1[CH:6]=CC=CC=1.[C:7]([O:11][CH3:12])(=[O:10])C=C.[NH2:13][C:14]1[O:18][C:17]([C:19]([O:21][CH3:22])=[O:20])=[CH:16][CH:15]=1, predict the reaction product. The product is: [NH2:13][C:14]1[CH:1]=[CH:6][C:17]([OH:18])([C:19]([O:21][CH3:22])=[O:20])[CH2:16][C:15]=1[C:7]([O:11][CH3:12])=[O:10]. (5) Given the reactants [Cl:1][C:2]1[CH:7]=[CH:6][CH:5]=[C:4]([Cl:8])[C:3]=1[NH:9][C:10]1[CH:15]=[CH:14][CH:13]=[CH:12][C:11]=1[CH2:16][C:17]([O:19][CH:20]1[CH2:25][O:24]C(C2C=CC=CC=2)[O:22][CH2:21]1)=[O:18], predict the reaction product. The product is: [Cl:1][C:2]1[CH:7]=[CH:6][CH:5]=[C:4]([Cl:8])[C:3]=1[NH:9][C:10]1[CH:15]=[CH:14][CH:13]=[CH:12][C:11]=1[CH2:16][C:17]([O:19][CH:20]([CH2:25][OH:24])[CH2:21][OH:22])=[O:18]. (6) Given the reactants [CH:1]1([C@@H:7]([NH:11][C:12](=[O:48])[CH2:13][NH:14][C:15](=[O:47])[CH2:16][O:17][C:18]2[CH:23]=[CH:22][C:21]([C@@H:24]3[C@@H:27]([S:28][CH2:29][C:30]([C:32]4[CH:37]=[CH:36][C:35]([F:38])=[CH:34][CH:33]=4)=[O:31])[C:26](=[O:39])[N:25]3[C:40]3[CH:45]=[CH:44][C:43]([F:46])=[CH:42][CH:41]=3)=[CH:20][CH:19]=2)[C:8]([OH:10])=[O:9])[CH2:6][CH2:5][CH2:4][CH2:3][CH2:2]1.[BH4-].[Na+], predict the reaction product. The product is: [CH:1]1([C@@H:7]([NH:11][C:12](=[O:48])[CH2:13][NH:14][C:15](=[O:47])[CH2:16][O:17][C:18]2[CH:19]=[CH:20][C:21]([C@@H:24]3[C@@H:27]([S:28][CH2:29][CH:30]([C:32]4[CH:33]=[CH:34][C:35]([F:38])=[CH:36][CH:37]=4)[OH:31])[C:26](=[O:39])[N:25]3[C:40]3[CH:41]=[CH:42][C:43]([F:46])=[CH:44][CH:45]=3)=[CH:22][CH:23]=2)[C:8]([OH:10])=[O:9])[CH2:6][CH2:5][CH2:4][CH2:3][CH2:2]1. (7) Given the reactants Br[C:2]1[CH:3]=[N:4][C:5]2[N:6]([N:8]=[C:9]([N:11]3[CH2:16][CH2:15][O:14][CH2:13][CH2:12]3)[N:10]=2)[CH:7]=1.[C:17]([C:19]1[CH:24]=[CH:23][CH:22]=[C:21]([CH3:25])[CH:20]=1)#[CH:18], predict the reaction product. The product is: [N:11]1([C:9]2[N:10]=[C:5]3[N:4]=[CH:3][C:2]([C:18]#[C:17][C:19]4[CH:20]=[C:21]([CH3:25])[CH:22]=[CH:23][CH:24]=4)=[CH:7][N:6]3[N:8]=2)[CH2:16][CH2:15][O:14][CH2:13][CH2:12]1. (8) The product is: [NH2:26][C:29]1[CH:35]=[CH:34][C:33]([C:36]2[S:37][CH:38]=[CH:39][CH:40]=2)=[CH:32][C:30]=1[NH:31][C:1]([NH:2][CH:3]1[CH2:4][O:6][CH2:9]1)=[O:24]. Given the reactants [CH3:1][NH:2][CH2:3][CH2:4]C.[O:6]1[CH2:9]C(N)C1.C1(C2C=CC([N+]([O-])=[O:24])=C(C=2)N)CCCC=1.[N+:26]([C:29]1[CH:35]=[CH:34][C:33]([C:36]2[S:37][CH:38]=[CH:39][CH:40]=2)=[CH:32][C:30]=1[NH2:31])([O-])=O, predict the reaction product. (9) Given the reactants Br[C:2]1[CH:10]=[CH:9][CH:8]=[C:7]2[C:3]=1[CH:4]([C:17]1[C:25]([OH:26])=[CH:24][C:20]3[O:21][CH2:22][O:23][C:19]=3[CH:18]=1)[C:5](=[O:16])[N:6]2[CH2:11][CH2:12][CH2:13][CH2:14][CH3:15].C1(CCN2C3C(=CC=CC=3)C(C3C(O)=C[C:44]4[O:45]COC=4C=3)C2=O)CC1, predict the reaction product. The product is: [CH:13]1([CH2:12][CH2:11][N:6]2[C:7]3[C:3](=[CH:2][CH:10]=[CH:9][CH:8]=3)[C:4]([C:17]3[C:25]([OH:26])=[CH:24][C:20]4[O:21][CH2:22][O:23][C:19]=4[CH:18]=3)([CH2:44][OH:45])[C:5]2=[O:16])[CH2:14][CH2:15]1.